Dataset: Forward reaction prediction with 1.9M reactions from USPTO patents (1976-2016). Task: Predict the product of the given reaction. (1) Given the reactants Br[C:2]1[CH:7]=[CH:6][C:5]([Cl:8])=[CH:4][C:3]=1[CH:9]([O:13][CH2:14][CH3:15])[O:10][CH2:11][CH3:12].C[CH:17]1CCC[O:18]1.C([Li])CCC.CN(C=O)C, predict the reaction product. The product is: [Cl:8][C:5]1[CH:6]=[CH:7][C:2]([CH:17]=[O:18])=[C:3]([CH:9]([O:13][CH2:14][CH3:15])[O:10][CH2:11][CH3:12])[CH:4]=1. (2) Given the reactants [C:1]([O-:12])(=O)[CH2:2][CH2:3][CH2:4][CH2:5][CH2:6][CH2:7][CH2:8][CH2:9][CH3:10].C([P+](CCCCCC)(CCCCCC)CCCCCCCCCCCCCC)CCCCC.C1([Mg][Br:53])C=CC=CC=1.BrBr.CN(C=O)C, predict the reaction product. The product is: [Br:53][C:10]1[CH:9]=[CH:8][CH:7]=[CH:6][CH:5]=1.[CH:1](=[O:12])[C:2]1[CH:3]=[CH:4][CH:5]=[CH:6][CH:7]=1. (3) Given the reactants [C:1]([O:9][C@@H:10]1[C@@H:36]([O:37][C:38](=[O:45])[C:39]2[CH:44]=[CH:43][CH:42]=[CH:41][CH:40]=2)[C@H:35]([O:46][C:47](=[O:54])[C:48]2[CH:53]=[CH:52][CH:51]=[CH:50][CH:49]=2)[C@@H:34]([C@@H:55]([CH3:65])[O:56][C:57](=[O:64])[C:58]2[CH:63]=[CH:62][CH:61]=[CH:60][CH:59]=2)[O:33][C@H:11]1[O:12][C:13]1[CH:18]=[C:17]([CH2:19][O:20]C(=O)C)[CH:16]=[CH:15][C:14]=1[CH2:24][C:25]1[CH:30]=[CH:29][C:28]([O:31][CH3:32])=[CH:27][CH:26]=1)(=[O:8])[C:2]1[CH:7]=[CH:6][CH:5]=[CH:4][CH:3]=1.[OH-].[Na+].Cl.C(OCC)(=O)C, predict the reaction product. The product is: [C:1]([O:9][C@@H:10]1[C@@H:36]([O:37][C:38](=[O:45])[C:39]2[CH:44]=[CH:43][CH:42]=[CH:41][CH:40]=2)[C@H:35]([O:46][C:47](=[O:54])[C:48]2[CH:49]=[CH:50][CH:51]=[CH:52][CH:53]=2)[C@@H:34]([C@@H:55]([CH3:65])[O:56][C:57](=[O:64])[C:58]2[CH:63]=[CH:62][CH:61]=[CH:60][CH:59]=2)[O:33][C@H:11]1[O:12][C:13]1[CH:18]=[C:17]([CH2:19][OH:20])[CH:16]=[CH:15][C:14]=1[CH2:24][C:25]1[CH:26]=[CH:27][C:28]([O:31][CH3:32])=[CH:29][CH:30]=1)(=[O:8])[C:2]1[CH:3]=[CH:4][CH:5]=[CH:6][CH:7]=1. (4) Given the reactants [C:1]([C:3]1[C:4]([NH:15][C@H:16]([C:18]2[N:23]=[C:22]3[CH:24]=[CH:25][N:26]([CH3:27])[C:21]3=[CH:20][C:19]=2[N:28]2[CH2:33][CH2:32][N:31]([C:34]([O:36][C:37]([CH3:40])([CH3:39])[CH3:38])=[O:35])[CH2:30][CH2:29]2)[CH3:17])=[N:5][C:6](S(C)(=O)=O)=[N:7][C:8]=1[CH2:9][CH3:10])#[N:2].[NH3:41], predict the reaction product. The product is: [NH2:41][C:6]1[N:5]=[C:4]([NH:15][C@H:16]([C:18]2[N:23]=[C:22]3[CH:24]=[CH:25][N:26]([CH3:27])[C:21]3=[CH:20][C:19]=2[N:28]2[CH2:33][CH2:32][N:31]([C:34]([O:36][C:37]([CH3:38])([CH3:39])[CH3:40])=[O:35])[CH2:30][CH2:29]2)[CH3:17])[C:3]([C:1]#[N:2])=[C:8]([CH2:9][CH3:10])[N:7]=1. (5) Given the reactants [CH3:1][O:2][C:3]1[CH:8]=[CH:7][CH:6]=[CH:5][C:4]=1[C:9]1[C:17]2[C:12](=[N:13][CH:14]=[C:15](B3OC(C)(C)C(C)(C)O3)[CH:16]=2)[N:11]([S:27]([C:30]2[CH:35]=[CH:34][C:33]([CH3:36])=[CH:32][CH:31]=2)(=[O:29])=[O:28])[CH:10]=1.[CH2:37]([O:39][C:40](=[O:48])[C:41]1[CH:46]=[C:45](Br)[CH:44]=[N:43][CH:42]=1)[CH3:38].C([O-])(O)=O.[Na+], predict the reaction product. The product is: [CH2:37]([O:39][C:40](=[O:48])[C:41]1[CH:46]=[C:45]([C:15]2[CH:16]=[C:17]3[C:9]([C:4]4[CH:5]=[CH:6][CH:7]=[CH:8][C:3]=4[O:2][CH3:1])=[CH:10][N:11]([S:27]([C:30]4[CH:35]=[CH:34][C:33]([CH3:36])=[CH:32][CH:31]=4)(=[O:28])=[O:29])[C:12]3=[N:13][CH:14]=2)[CH:44]=[N:43][CH:42]=1)[CH3:38].